Predict the reaction yield, written as a fraction of the theoretical maximum amount of product (1.0 means a 100% yield; for example, 0.34 means a 34% yield). From a dataset of Reaction yield outcomes from USPTO patents with 853,638 reactions. (1) The reactants are [Br:1][C:2]1[CH:7]=[CH:6][C:5](F)=[C:4]([N+:9]([O-:11])=[O:10])[C:3]=1[O:12][C:13]1[CH:18]=[CH:17][CH:16]=[CH:15][CH:14]=1.C(=O)([O-])[O-].[Cs+].[Cs+].CS(C)=O.[NH2:29][CH2:30][CH2:31][N:32]1[CH2:37][CH2:36][O:35][CH2:34][CH2:33]1. The catalyst is O.C(OCC)(=O)C. The product is [Br:1][C:2]1[CH:7]=[CH:6][C:5]([NH:29][CH2:30][CH2:31][N:32]2[CH2:37][CH2:36][O:35][CH2:34][CH2:33]2)=[C:4]([N+:9]([O-:11])=[O:10])[C:3]=1[O:12][C:13]1[CH:18]=[CH:17][CH:16]=[CH:15][CH:14]=1. The yield is 0.780. (2) The reactants are Cl.Cl.Cl.[NH2:4][C@H:5]1[CH2:10][CH2:9][C@H:8]([CH2:11][CH2:12][N:13]2[CH2:18][CH2:17][N:16]([C:19]3[C:24]([Cl:25])=[C:23]([Cl:26])[N:22]=[C:21]([NH:27][CH3:28])[N:20]=3)[CH2:15][CH2:14]2)[CH2:7][CH2:6]1.C(N(CC)CC)C.[C:36](Cl)(=[O:38])[CH3:37]. The catalyst is ClCCl. The product is [Cl:25][C:24]1[C:19]([N:16]2[CH2:15][CH2:14][N:13]([CH2:12][CH2:11][C@H:8]3[CH2:9][CH2:10][C@H:5]([NH:4][C:36](=[O:38])[CH3:37])[CH2:6][CH2:7]3)[CH2:18][CH2:17]2)=[N:20][C:21]([NH:27][CH3:28])=[N:22][C:23]=1[Cl:26]. The yield is 0.700. (3) The reactants are [Br:1][C:2]1[CH:7]=[CH:6][C:5]([C:8](=[O:12])[CH:9]=[N+]=[N-])=[CH:4][CH:3]=1.[CH3:13][O:14][C:15]1[O:16][CH:17]=[CH:18][CH:19]=1. The catalyst is CCCCCC. The product is [Br:1][C:2]1[CH:7]=[CH:6][C:5]([C:8](=[O:12])/[CH:9]=[CH:17]/[CH:18]=[CH:19]\[C:15]([O:14][CH3:13])=[O:16])=[CH:4][CH:3]=1. The yield is 0.320.